Predict which catalyst facilitates the given reaction. From a dataset of Catalyst prediction with 721,799 reactions and 888 catalyst types from USPTO. (1) Reactant: [F:1][C:2]1[CH:14]=[CH:13][C:5]2[S:6][C:7]([C:9]([O:11]C)=[O:10])=[CH:8][C:4]=2[CH:3]=1.O.[OH-].[Li+].O. Product: [F:1][C:2]1[CH:14]=[CH:13][C:5]2[S:6][C:7]([C:9]([OH:11])=[O:10])=[CH:8][C:4]=2[CH:3]=1. The catalyst class is: 5. (2) Product: [Cl:1][C:2]1[CH:18]=[CH:17][C:5]2[CH2:6][CH2:7][N:8]([C:11](=[O:16])[C:12]([F:15])([F:14])[F:13])[CH2:9][CH2:10][C:4]=2[C:3]=1[NH:37][CH2:36][C:35]1[CH:34]=[CH:33][C:32]([NH:31][C:29](=[O:30])[C:28]([CH3:40])([CH3:27])[CH3:41])=[CH:39][CH:38]=1. The catalyst class is: 857. Reactant: [Cl:1][C:2]1[CH:18]=[CH:17][C:5]2[CH2:6][CH2:7][N:8]([C:11](=[O:16])[C:12]([F:15])([F:14])[F:13])[CH2:9][CH2:10][C:4]=2[C:3]=1OS(C(F)(F)F)(=O)=O.[CH3:27][C:28]([CH3:41])([CH3:40])[C:29]([NH:31][C:32]1[CH:39]=[CH:38][C:35]([CH2:36][NH2:37])=[CH:34][CH:33]=1)=[O:30]. (3) Reactant: [CH:1](NC(C)C)(C)C.[CH2:8]([Li])[CH2:9][CH2:10][CH3:11].CCCCCC.[CH3:19][C:20]1[CH:25]=[CH:24][N:23]=[CH:22][N:21]=1.[O:26]1[CH2:30][CH2:29][CH2:28]C1. Product: [CH3:11][C:10]1[CH:28]=[C:29]([C:30]([OH:26])=[CH:19][C:20]2[CH:25]=[CH:24][N:23]=[CH:22][N:21]=2)[CH:1]=[CH:8][CH:9]=1. The catalyst class is: 6. (4) Reactant: [CH2:1]([O:8][C:9]([NH:11][C:12]([C:34]#[N:35])([CH2:20][C:21]([O:23][CH:24]1[CH:29]([CH:30]([CH3:32])[CH3:31])[CH2:28][CH2:27][CH:26]([CH3:33])[CH2:25]1)=[O:22])[C:13]([O:15][C:16]([CH3:19])([CH3:18])[CH3:17])=[O:14])=[O:10])[C:2]1[CH:7]=[CH:6][CH:5]=[CH:4][CH:3]=1.CC(C)=[O:38].C(=O)([O-])[O-].[K+].[K+].OO. Product: [CH2:1]([O:8][C:9]([NH:11][C:12]([C:34](=[O:38])[NH2:35])([CH2:20][C:21]([O:23][CH:24]1[CH:29]([CH:30]([CH3:31])[CH3:32])[CH2:28][CH2:27][CH:26]([CH3:33])[CH2:25]1)=[O:22])[C:13]([O:15][C:16]([CH3:19])([CH3:17])[CH3:18])=[O:14])=[O:10])[C:2]1[CH:7]=[CH:6][CH:5]=[CH:4][CH:3]=1. The catalyst class is: 6.